Dataset: Full USPTO retrosynthesis dataset with 1.9M reactions from patents (1976-2016). Task: Predict the reactants needed to synthesize the given product. (1) Given the product [Cl:5][C:6]1[CH:14]=[CH:13][C:9]([C:10]([O:12][CH2:15][C:16]2[CH:21]=[CH:20][CH:19]=[CH:18][CH:17]=2)=[O:11])=[CH:8][N:7]=1, predict the reactants needed to synthesize it. The reactants are: S(Cl)(Cl)=O.[Cl:5][C:6]1[CH:14]=[CH:13][C:9]([C:10]([OH:12])=[O:11])=[CH:8][N:7]=1.[CH2:15](O)[C:16]1[CH:21]=[CH:20][CH:19]=[CH:18][CH:17]=1.Cl. (2) Given the product [CH3:1][O:2][C:3]1[CH:4]=[C:5]([NH2:17])[C:6](=[CH:10][C:11]=1[O:12][CH2:13][CH2:14][CH2:15][Cl:16])[C:7]([OH:9])=[O:8], predict the reactants needed to synthesize it. The reactants are: [CH3:1][O:2][C:3]1[C:11]([O:12][CH2:13][CH2:14][CH2:15][Cl:16])=[CH:10][C:6]([C:7]([OH:9])=[O:8])=[C:5]([N+:17]([O-])=O)[CH:4]=1.[H][H]. (3) Given the product [CH3:3][CH:2]([C:4]1[CH:5]=[CH:6][C:7]([C:10]#[C:11][C:12]2[C:13]3=[N:18][S:24](=[O:26])(=[O:25])[CH2:23][CH2:22][N:14]3[CH:15]=[CH:16][CH:17]=2)=[CH:8][CH:9]=1)[CH3:1], predict the reactants needed to synthesize it. The reactants are: [CH3:1][CH:2]([C:4]1[CH:9]=[CH:8][C:7]([C:10]#[C:11][C:12]2[C:13]([NH2:18])=[N:14][CH:15]=[CH:16][CH:17]=2)=[CH:6][CH:5]=1)[CH3:3].[H-].[Na+].Cl[CH2:22][CH2:23][S:24](Cl)(=[O:26])=[O:25].C(=O)([O-])O.[Na+]. (4) Given the product [C:1]([O:5][C:6](=[O:13])[NH:7][CH2:8][CH2:9][CH2:10][CH2:11][NH:12][CH2:22][CH2:23][CH3:24])([CH3:4])([CH3:2])[CH3:3], predict the reactants needed to synthesize it. The reactants are: [C:1]([O:5][C:6](=[O:13])[NH:7][CH2:8][CH2:9][CH2:10][CH2:11][NH2:12])([CH3:4])([CH3:3])[CH3:2].C(O)(=O)C.C([BH3-])#N.[Na+].[CH:22](=O)[CH2:23][CH3:24].